From a dataset of Forward reaction prediction with 1.9M reactions from USPTO patents (1976-2016). Predict the product of the given reaction. (1) Given the reactants C(N(S(F)(F)[F:7])CC)C.[CH3:10][C:11]([CH3:54])([CH2:52][CH3:53])[CH2:12][C:13]1[N:14]=[C:15]([CH2:37][CH:38]([C:40]2[CH:45]=[CH:44][C:43]([C:46]3[CH:51]=[CH:50][CH:49]=[CH:48][N:47]=3)=[CH:42][CH:41]=2)O)[N:16]([C:18]([C:31]2[CH:36]=[CH:35][CH:34]=[CH:33][CH:32]=2)([C:25]2[CH:30]=[CH:29][CH:28]=[CH:27][CH:26]=2)[C:19]2[CH:24]=[CH:23][CH:22]=[CH:21][CH:20]=2)[CH:17]=1.C(N(CC)CC)C, predict the reaction product. The product is: [CH3:10][C:11]([CH3:54])([CH2:52][CH3:53])[CH2:12][C:13]1[N:14]=[C:15]([CH2:37][CH:38]([C:40]2[CH:45]=[CH:44][C:43]([C:46]3[CH:51]=[CH:50][CH:49]=[CH:48][N:47]=3)=[CH:42][CH:41]=2)[F:7])[N:16]([C:18]([C:31]2[CH:36]=[CH:35][CH:34]=[CH:33][CH:32]=2)([C:25]2[CH:30]=[CH:29][CH:28]=[CH:27][CH:26]=2)[C:19]2[CH:24]=[CH:23][CH:22]=[CH:21][CH:20]=2)[CH:17]=1. (2) Given the reactants [C:1]([NH:4][C:5]1[CH:13]=[CH:12][C:8]([C:9](O)=[O:10])=[CH:7][C:6]=1[N+:14]([O-:16])=[O:15])(=[O:3])[CH3:2].C(Cl)(=O)C([Cl:20])=O.C(Cl)(Cl)Cl, predict the reaction product. The product is: [C:1]([NH:4][C:5]1[CH:13]=[CH:12][C:8]([C:9]([Cl:20])=[O:10])=[CH:7][C:6]=1[N+:14]([O-:16])=[O:15])(=[O:3])[CH3:2]. (3) The product is: [CH3:19][N:16]1[CH2:17][CH2:18][CH:13]([O:12][CH:9]2[C:8]3[CH:20]=[CH:21][CH:22]=[CH:23][C:7]=3[CH2:6][CH2:5][N:4]3[C:10]2=[N:11][C:2]([C:29]2[CH:34]=[CH:33][CH:32]=[CH:31][N:30]=2)=[CH:3]3)[CH2:14][CH2:15]1. Given the reactants I[C:2]1[N:11]=[C:10]2[N:4]([CH2:5][CH2:6][C:7]3[CH:23]=[CH:22][CH:21]=[CH:20][C:8]=3[CH:9]2[O:12][CH:13]2[CH2:18][CH2:17][N:16]([CH3:19])[CH2:15][CH2:14]2)[CH:3]=1.C([Sn](CCCC)(CCCC)[C:29]1[CH:34]=[CH:33][CH:32]=[CH:31][N:30]=1)CCC.[F-].[K+], predict the reaction product.